Predict the product of the given reaction. From a dataset of Forward reaction prediction with 1.9M reactions from USPTO patents (1976-2016). (1) Given the reactants [O:1]=[S:2]1(=[O:19])[CH2:6][CH2:5][CH2:4][N:3]1[C:7]1[CH:15]=[CH:14][C:10]([C:11]([OH:13])=O)=[C:9]([N+:16]([O-:18])=[O:17])[CH:8]=1.[CH3:20][C:21]1[CH:26]=[C:25]([CH3:27])[CH:24]=[CH:23][C:22]=1[N:28]1[CH2:33][CH2:32][NH:31][CH2:30][CH2:29]1, predict the reaction product. The product is: [CH3:20][C:21]1[CH:26]=[C:25]([CH3:27])[CH:24]=[CH:23][C:22]=1[N:28]1[CH2:29][CH2:30][N:31]([C:11]([C:10]2[CH:14]=[CH:15][C:7]([N:3]3[CH2:4][CH2:5][CH2:6][S:2]3(=[O:1])=[O:19])=[CH:8][C:9]=2[N+:16]([O-:18])=[O:17])=[O:13])[CH2:32][CH2:33]1. (2) The product is: [Cl:1][C:2]1[C:7]([CH3:8])=[CH:6][C:5]([S:9]([NH:12][C:13]2[CH:14]=[C:15]([C:19]3[CH:20]=[CH:21][C:22]([CH2:25][OH:26])=[CH:23][CH:24]=3)[CH:16]=[CH:17][CH:18]=2)(=[O:10])=[O:11])=[C:4]([CH3:28])[CH:3]=1. Given the reactants [Cl:1][C:2]1[C:7]([CH3:8])=[CH:6][C:5]([S:9]([NH:12][C:13]2[CH:14]=[C:15]([C:19]3[CH:24]=[CH:23][C:22]([C:25](O)=[O:26])=[CH:21][CH:20]=3)[CH:16]=[CH:17][CH:18]=2)(=[O:11])=[O:10])=[C:4]([CH3:28])[CH:3]=1.[H-].[Al+3].[Li+].[H-].[H-].[H-].C(OCC)C.O, predict the reaction product. (3) The product is: [F:32][C:33]([F:38])([F:37])[C:34]([OH:36])=[O:35].[CH3:6][NH:7][C@@H:8]([CH3:9])[C:10]([NH:11][CH2:12][C:13]1[CH:14]=[C:15]([C:19]2[CH:20]=[CH:21][C:22]([C:25]([F:26])([F:27])[F:28])=[CH:23][CH:24]=2)[CH:16]=[CH:17][CH:18]=1)=[O:29]. Given the reactants C(O[C:6](=O)[N:7](C)[C@H:8]([C:10](=[O:29])[NH:11][CH2:12][C:13]1[CH:14]=[C:15]([C:19]2[CH:24]=[CH:23][C:22]([C:25]([F:28])([F:27])[F:26])=[CH:21][CH:20]=2)[CH:16]=[CH:17][CH:18]=1)[CH3:9])(C)(C)C.[F:32][C:33]([F:38])([F:37])[C:34]([OH:36])=[O:35], predict the reaction product. (4) Given the reactants Cl.[Br:2][C:3]1[CH:4]=[C:5]([CH:10]([OH:16])[C:11](=[NH:15])OCC)[CH:6]=[CH:7][C:8]=1[F:9].[NH2:17][CH2:18][CH2:19][CH2:20]N, predict the reaction product. The product is: [Br:2][C:3]1[CH:4]=[C:5]([CH:10]([CH:11]2[NH:15][CH2:20][CH:19]=[CH:18][NH:17]2)[OH:16])[CH:6]=[CH:7][C:8]=1[F:9]. (5) Given the reactants Br[C:2]1[C:7]([SiH:8]([C:15]2[CH:20]=[CH:19][CH:18]=[CH:17][CH:16]=2)[C:9]2[CH:14]=[CH:13][CH:12]=[CH:11][CH:10]=2)=[CH:6][C:5]([CH3:21])=[CH:4][N:3]=1.[Br-].[N:23]1[CH:28]=[CH:27][CH:26]=[CH:25][C:24]=1[Zn+].N, predict the reaction product. The product is: [CH3:21][C:5]1[CH:6]=[C:7]([SiH:8]([C:15]2[CH:20]=[CH:19][CH:18]=[CH:17][CH:16]=2)[C:9]2[CH:14]=[CH:13][CH:12]=[CH:11][CH:10]=2)[C:2]([C:24]2[CH:25]=[CH:26][CH:27]=[CH:28][N:23]=2)=[N:3][CH:4]=1.